This data is from Full USPTO retrosynthesis dataset with 1.9M reactions from patents (1976-2016). The task is: Predict the reactants needed to synthesize the given product. (1) Given the product [F:31][C:16]([F:15])([F:32])[C:17]1[O:21][N:20]=[C:19]([C:22]2[CH:23]=[C:24]([CH:28]=[CH:29][CH:30]=2)[C:25]([N:4]2[CH2:3][CH2:2][N:1]([C:7]3[N:14]=[CH:13][CH:12]=[CH:11][C:8]=3[C:9]#[N:10])[CH2:6][CH2:5]2)=[O:26])[N:18]=1, predict the reactants needed to synthesize it. The reactants are: [N:1]1([C:7]2[N:14]=[CH:13][CH:12]=[CH:11][C:8]=2[C:9]#[N:10])[CH2:6][CH2:5][NH:4][CH2:3][CH2:2]1.[F:15][C:16]([F:32])([F:31])[C:17]1[O:21][N:20]=[C:19]([C:22]2[CH:23]=[C:24]([CH:28]=[CH:29][CH:30]=2)[C:25](O)=[O:26])[N:18]=1. (2) Given the product [CH2:7]([O:14][CH2:15][C@H:16]([CH2:28][CH2:29][CH:30]=[CH2:31])[CH2:17][OH:18])[C:8]1[CH:13]=[CH:12][CH:11]=[CH:10][CH:9]=1, predict the reactants needed to synthesize it. The reactants are: [H-].[H-].[H-].[H-].[Li+].[Al+3].[CH2:7]([O:14][CH2:15][C@H:16]([CH2:28][CH2:29][CH:30]=[CH2:31])[C:17](N1[C@H](C(C)C)COC1=O)=[O:18])[C:8]1[CH:13]=[CH:12][CH:11]=[CH:10][CH:9]=1.[F-].[K+]. (3) Given the product [C:1]([C:5]1[N:10]=[CH:9][C:8]([C:11]2[N:12]([C:32]([N:34]3[CH2:39][CH2:38][CH:37]([CH2:40][C:41]([N:48]([CH:49]([CH3:51])[CH3:50])[CH3:47])=[O:42])[CH2:36][CH2:35]3)=[O:33])[C@@:13]([C:25]3[CH:30]=[CH:29][C:28]([Cl:31])=[CH:27][CH:26]=3)([CH3:24])[C@@:14]([C:17]3[CH:18]=[CH:19][C:20]([Cl:23])=[CH:21][CH:22]=3)([CH3:16])[N:15]=2)=[C:7]([O:44][CH2:45][CH3:46])[CH:6]=1)([CH3:2])([CH3:4])[CH3:3], predict the reactants needed to synthesize it. The reactants are: [C:1]([C:5]1[N:10]=[CH:9][C:8]([C:11]2[N:12]([C:32]([N:34]3[CH2:39][CH2:38][CH:37]([CH2:40][C:41](O)=[O:42])[CH2:36][CH2:35]3)=[O:33])[C@@:13]([C:25]3[CH:30]=[CH:29][C:28]([Cl:31])=[CH:27][CH:26]=3)([CH3:24])[C@@:14]([C:17]3[CH:22]=[CH:21][C:20]([Cl:23])=[CH:19][CH:18]=3)([CH3:16])[N:15]=2)=[C:7]([O:44][CH2:45][CH3:46])[CH:6]=1)([CH3:4])([CH3:3])[CH3:2].[CH3:47][NH:48][CH:49]([CH3:51])[CH3:50]. (4) Given the product [NH2:21][C:2]1[C:14]2[C:13]3[CH:12]=[CH:11][C:10]([C:15]([F:18])([F:17])[F:16])=[CH:9][C:8]=3[NH:7][C:6]=2[C:5]([C:19]([NH2:20])=[O:22])=[CH:4][N:3]=1, predict the reactants needed to synthesize it. The reactants are: Cl[C:2]1[C:14]2[C:13]3[CH:12]=[CH:11][C:10]([C:15]([F:18])([F:17])[F:16])=[CH:9][C:8]=3[NH:7][C:6]=2[C:5]([C:19]#[N:20])=[CH:4][N:3]=1.[NH4+:21].[OH-:22].O([Si](C)(C)C)[K]. (5) Given the product [OH:33][CH2:32][CH2:31][C:30]1[N:34]=[C:25]([CH:11]2[CH2:12][CH:13]([C:15]3[CH:20]=[CH:19][C:18]([C:21]([F:22])([F:23])[F:24])=[CH:17][CH:16]=3)[CH2:14][N:9]([C:7]([N:1]3[CH2:2][CH2:3][S:4][CH2:5][CH2:6]3)=[O:8])[CH2:10]2)[O:26][N:29]=1, predict the reactants needed to synthesize it. The reactants are: [N:1]1([C:7]([N:9]2[CH2:14][CH:13]([C:15]3[CH:20]=[CH:19][C:18]([C:21]([F:24])([F:23])[F:22])=[CH:17][CH:16]=3)[CH2:12][CH:11]([C:25](O)=[O:26])[CH2:10]2)=[O:8])[CH2:6][CH2:5][S:4][CH2:3][CH2:2]1.O[N:29]=[C:30]([NH2:34])[CH2:31][CH2:32][OH:33]. (6) Given the product [CH:22]1[C:14]2[C:15]3([C:25]4[CH:26]=[CH:27][CH:28]=[CH:29][C:30]=4[C:31]4[C:36]3=[CH:35][CH:34]=[CH:33][CH:32]=4)[C:16]3[C:21](=[CH:20][CH:19]=[CH:18][CH:17]=3)[C:13]=2[CH:12]=[CH:24][C:23]=1[N:1]1[CH:5]=[CH:4][N:3]=[C:2]1[C:6]1[N:10]([C:27]2[CH:28]=[CH:29][C:30]3[C:31]4[C:36](=[CH:35][CH:34]=[CH:33][CH:32]=4)[C:15]4([C:14]5[CH:13]=[CH:12][CH:24]=[CH:23][C:22]=5[C:21]5[C:16]4=[CH:17][CH:18]=[CH:19][CH:20]=5)[C:25]=3[CH:26]=2)[CH:9]=[CH:8][N:7]=1, predict the reactants needed to synthesize it. The reactants are: [NH:1]1[CH:5]=[CH:4][N:3]=[C:2]1[C:6]1[NH:7][CH:8]=[CH:9][N:10]=1.Br[C:12]1[CH:24]=[CH:23][C:22]2[C:21]3[C:16](=[CH:17][CH:18]=[CH:19][CH:20]=3)[C:15]3([C:36]4[CH:35]=[CH:34][CH:33]=[CH:32][C:31]=4[C:30]4[C:25]3=[CH:26][CH:27]=[CH:28][CH:29]=4)[C:14]=2[CH:13]=1.C([O-])([O-])=O.[Cs+].[Cs+]. (7) Given the product [CH3:13][O:12][C:9]1[CH:10]=[C:11]2[C:6](=[CH:7][C:8]=1[O:14][CH3:15])[N:5]=[CH:4][CH:3]=[C:2]2[O:27][C:22]1[CH:21]=[CH:20][C:19]([O:18][C:17]([F:16])([F:28])[F:29])=[CH:26][C:23]=1[CH:24]=[O:25], predict the reactants needed to synthesize it. The reactants are: Cl[C:2]1[C:11]2[C:6](=[CH:7][C:8]([O:14][CH3:15])=[C:9]([O:12][CH3:13])[CH:10]=2)[N:5]=[CH:4][CH:3]=1.[F:16][C:17]([F:29])([F:28])[O:18][C:19]1[CH:26]=[C:23]([CH:24]=[O:25])[C:22]([OH:27])=[CH:21][CH:20]=1.O.